This data is from Catalyst prediction with 721,799 reactions and 888 catalyst types from USPTO. The task is: Predict which catalyst facilitates the given reaction. (1) Reactant: [C:1]([C@H:5]1[N:8](CC2C=CC(OC)=CC=2)[C:7](=[O:18])[C@H:6]1[O:19][CH2:20][C:21]1[CH:26]=[CH:25][CH:24]=[CH:23][CH:22]=1)([CH3:4])([CH3:3])[CH3:2]. Product: [CH2:20]([O:19][C@H:6]1[C@@H:5]([C:1]([CH3:3])([CH3:2])[CH3:4])[NH:8][C:7]1=[O:18])[C:21]1[CH:22]=[CH:23][CH:24]=[CH:25][CH:26]=1. The catalyst class is: 192. (2) The catalyst class is: 36. Product: [CH2:25]([N:16]1[C:15]2[CH:14]=[CH:13][C:12]([C:9]3[CH:8]=[CH:7][C:6]([O:5][CH2:4][C:3]([OH:32])=[O:2])=[CH:11][CH:10]=3)=[CH:24][C:23]=2[C:22]2[CH2:21][CH2:20][CH2:19][CH2:18][C:17]1=2)[C:26]1[CH:31]=[CH:30][CH:29]=[CH:28][CH:27]=1. Reactant: C[O:2][C:3](=[O:32])[CH2:4][O:5][C:6]1[CH:11]=[CH:10][C:9]([C:12]2[CH:13]=[CH:14][C:15]3[N:16]([CH2:25][C:26]4[CH:31]=[CH:30][CH:29]=[CH:28][CH:27]=4)[C:17]4[CH2:18][CH2:19][CH2:20][CH2:21][C:22]=4[C:23]=3[CH:24]=2)=[CH:8][CH:7]=1.[OH-].[K+]. (3) Reactant: Cl.[CH:2]1([N:5]2[CH2:10][C:9]3([CH2:15][CH2:14][NH:13][CH2:12][CH2:11]3)[O:8][CH2:7][C:6]2=[O:16])[CH2:4][CH2:3]1.[Br:17][C:18]1[CH:23]=[CH:22][C:21]([S:24](Cl)(=[O:26])=[O:25])=[CH:20][CH:19]=1. Product: [Br:17][C:18]1[CH:23]=[CH:22][C:21]([S:24]([N:13]2[CH2:12][CH2:11][C:9]3([O:8][CH2:7][C:6](=[O:16])[N:5]([CH:2]4[CH2:4][CH2:3]4)[CH2:10]3)[CH2:15][CH2:14]2)(=[O:26])=[O:25])=[CH:20][CH:19]=1. The catalyst class is: 4. (4) Reactant: [CH3:1][S:2][C:3]1[N:4]=[CH:5][C:6]2[C:12](=[O:13])[CH2:11][CH:10]([C:14]([O:16]C(C)(C)C)=[O:15])[NH:9][C:7]=2[N:8]=1.C1(C)C=CC=CC=1. Product: [CH3:12][OH:13].[CH3:1][S:2][C:3]1[N:4]=[CH:5][C:6]2[C:12](=[O:13])[CH2:11][CH:10]([C:14]([OH:16])=[O:15])[NH:9][C:7]=2[N:8]=1. The catalyst class is: 55. (5) Reactant: [Br:1][C:2]1[CH:10]=[C:9]2[C:5]([C:6]([CH3:11])=[N:7][NH:8]2)=[CH:4][C:3]=1[F:12].[H-].[Na+].Cl[C:16]1[CH:21]=[CH:20][N:19]=[C:18]([NH2:22])[N:17]=1. Product: [Br:1][C:2]1[CH:10]=[C:9]2[C:5]([C:6]([CH3:11])=[N:7][N:8]2[C:16]2[CH:21]=[CH:20][N:19]=[C:18]([NH2:22])[N:17]=2)=[CH:4][C:3]=1[F:12]. The catalyst class is: 3. (6) The catalyst class is: 65. Reactant: [Cl:1][C:2]1[CH:7]=[C:6]([NH:8][CH3:9])[CH:5]=[C:4]([Cl:10])[N:3]=1.[N+:11]([O-])([OH:13])=[O:12].C(OCC)(=O)C. Product: [Cl:1][C:2]1[C:7]([N+:11]([O-:13])=[O:12])=[C:6]([NH:8][CH3:9])[CH:5]=[C:4]([Cl:10])[N:3]=1.